From a dataset of Catalyst prediction with 721,799 reactions and 888 catalyst types from USPTO. Predict which catalyst facilitates the given reaction. (1) Reactant: [O:1]=[C:2]([CH3:19])[CH2:3][C:4]1[CH:9]=[CH:8][C:7]([NH:10][C:11](=[O:18])OCC(Cl)(Cl)Cl)=[CH:6][CH:5]=1.[C:20]1([C:26]2[N:30]=[C:29]([N:31]3[CH2:36][CH2:35][NH:34][CH2:33][CH2:32]3)[S:28][N:27]=2)[CH:25]=[CH:24][CH:23]=[CH:22][CH:21]=1.C(N(C(C)C)CC)(C)C.CS(C)=O. Product: [O:1]=[C:2]([CH3:19])[CH2:3][C:4]1[CH:5]=[CH:6][C:7]([NH:10][C:11]([N:34]2[CH2:35][CH2:36][N:31]([C:29]3[S:28][N:27]=[C:26]([C:20]4[CH:25]=[CH:24][CH:23]=[CH:22][CH:21]=4)[N:30]=3)[CH2:32][CH2:33]2)=[O:18])=[CH:8][CH:9]=1. The catalyst class is: 6. (2) Reactant: CO[C:3]([C:5]1[CH:10]=[N:9][CH:8]=[CH:7][N:6]=1)=[O:4].C[Si]([C:15]([F:18])([F:17])[F:16])(C)C.[F-].[Cs+]. Product: [F:16][C:15]([F:18])([F:17])[C:3]([C:5]1[CH:10]=[N:9][CH:8]=[CH:7][N:6]=1)=[O:4]. The catalyst class is: 216. (3) Reactant: [Cl:1][C:2]1[CH:7]=[CH:6][C:5]([N:8]=[C:9]([S:16][CH2:17][CH:18]2[CH2:23][CH2:22][CH2:21][CH2:20][CH2:19]2)[C:10]#[C:11][Si](C)(C)C)=[CH:4][CH:3]=1.C(=O)([O-])[O-].[K+].[K+].[Cl-].[Na+]. Product: [Cl:1][C:2]1[CH:3]=[CH:4][C:5]([N:8]=[C:9]([S:16][CH2:17][CH:18]2[CH2:23][CH2:22][CH2:21][CH2:20][CH2:19]2)[C:10]#[CH:11])=[CH:6][CH:7]=1. The catalyst class is: 5. (4) Reactant: [O:1]([C:8]1[CH:13]=[CH:12][C:11]([OH:14])=[CH:10][CH:9]=1)[C:2]1[CH:7]=[CH:6][CH:5]=[CH:4][CH:3]=1.[C:15](OC(=O)C)(=[O:17])[CH3:16]. Product: [O:1]([C:8]1[CH:9]=[CH:10][C:11]([O:14][C:15](=[O:17])[CH3:16])=[CH:12][CH:13]=1)[C:2]1[CH:7]=[CH:6][CH:5]=[CH:4][CH:3]=1. The catalyst class is: 17. (5) Reactant: CC[N:3](C(C)C)C(C)C.[I-].ClC1C=CC=C[N+]=1C.[F:19][C:20]1[CH:25]=[CH:24][C:23]([C:26]2[N:30]([CH:31]3[CH2:36][CH2:35][CH2:34][CH2:33][O:32]3)[N:29]=[C:28]([C:37]([OH:39])=O)[CH:27]=2)=[CH:22][CH:21]=1.[Br:40][C:41]1[CH:49]=[CH:48][C:44](C(O)=O)=[CH:43][N:42]=1. Product: [Br:40][C:41]1[N:42]=[C:43]([NH:3][C:37]([C:28]2[CH:27]=[C:26]([C:23]3[CH:22]=[CH:21][C:20]([F:19])=[CH:25][CH:24]=3)[N:30]([CH:31]3[CH2:36][CH2:35][CH2:34][CH2:33][O:32]3)[N:29]=2)=[O:39])[CH:44]=[CH:48][CH:49]=1. The catalyst class is: 1.